Task: Predict the reaction yield, written as a fraction of the theoretical maximum amount of product (1.0 means a 100% yield; for example, 0.34 means a 34% yield).. Dataset: Reaction yield outcomes from USPTO patents with 853,638 reactions (1) The catalyst is ClCCl. The reactants are [C:1]([O:5][C:6]([NH:8][CH:9]([C@H:34]([CH3:42])[CH2:35][CH:36]([CH3:41])[CH2:37][CH2:38][CH:39]=[CH2:40])[C:10]([N:12]1[CH2:16][C@H:15]([O:17][C:18]2[C:27]3[C:22](=[CH:23][CH:24]=[CH:25][CH:26]=3)[C:21]([O:28][CH2:29][CH3:30])=[CH:20][N:19]=2)[CH2:14][C@H:13]1[C:31](O)=[O:32])=[O:11])=[O:7])([CH3:4])([CH3:3])[CH3:2].CCN(C(C)C)C(C)C.CN(C(ON1N=NC2C=CC=NC1=2)=[N+](C)C)C.F[P-](F)(F)(F)(F)F.Cl.[NH2:77][C@:78]1([C:83]([NH:85][S:86]([CH:89]2[CH2:91][CH2:90]2)(=[O:88])=[O:87])=[O:84])[CH2:80][C@H:79]1[CH:81]=[CH2:82]. The product is [CH:89]1([S:86]([NH:85][C:83]([C@@:78]2([NH:77][C:31]([C@@H:13]3[CH2:14][C@@H:15]([O:17][C:18]4[C:27]5[C:22](=[CH:23][CH:24]=[CH:25][CH:26]=5)[C:21]([O:28][CH2:29][CH3:30])=[CH:20][N:19]=4)[CH2:16][N:12]3[C:10](=[O:11])[CH:9]([NH:8][C:6](=[O:7])[O:5][C:1]([CH3:2])([CH3:4])[CH3:3])[C@H:34]([CH3:42])[CH2:35][CH:36]([CH3:41])[CH2:37][CH2:38][CH:39]=[CH2:40])=[O:32])[CH2:80][C@H:79]2[CH:81]=[CH2:82])=[O:84])(=[O:88])=[O:87])[CH2:91][CH2:90]1. The yield is 0.610. (2) The reactants are Br[C:2]1[CH:3]=[CH:4][C:5]([F:27])=[C:6]([CH2:8][CH2:9][N:10]2[CH2:15][CH2:14][N:13]([C:16]3[CH:25]=[CH:24][CH:23]=[C:22]4[C:17]=3[CH:18]=[CH:19][C:20]([CH3:26])=[N:21]4)[CH2:12][CH2:11]2)[CH:7]=1.[CH3:28][C:29]([CH3:34])([CH3:33])[C:30]([NH2:32])=[O:31]. No catalyst specified. The product is [F:27][C:5]1[CH:4]=[CH:3][C:2]([NH:32][C:30](=[O:31])[C:29]([CH3:34])([CH3:33])[CH3:28])=[CH:7][C:6]=1[CH2:8][CH2:9][N:10]1[CH2:15][CH2:14][N:13]([C:16]2[CH:25]=[CH:24][CH:23]=[C:22]3[C:17]=2[CH:18]=[CH:19][C:20]([CH3:26])=[N:21]3)[CH2:12][CH2:11]1. The yield is 0.520. (3) The product is [C:27]([C:26]1[CH:25]=[C:24]([NH:23][C:11]([C:2]2[CH:3]=[CH:4][C:5]3[C:10](=[CH:9][CH:8]=[CH:7][CH:6]=3)[CH:1]=2)=[O:13])[CH:31]=[CH:30][CH:29]=1)#[N:28]. The catalyst is ClCCl.O.C(N(CC)CC)C. The yield is 0.950. The reactants are [CH:1]1[C:10]2[C:5](=[CH:6][CH:7]=[CH:8][CH:9]=2)[CH:4]=[CH:3][C:2]=1[C:11]([OH:13])=O.CN(C)C=O.S(Cl)(Cl)=O.[NH2:23][C:24]1[CH:25]=[C:26]([CH:29]=[CH:30][CH:31]=1)[C:27]#[N:28]. (4) The reactants are C1(P(C2C=CC=CC=2)C2C=CC=CC=2)C=CC=CC=1.BrN1C(=O)CCC1=O.[CH:28]1([CH2:33][CH:34]([C:38]2[CH:43]=[CH:42][C:41]([F:44])=[C:40]([C:45]([F:48])([F:47])[F:46])[CH:39]=2)[C:35]([OH:37])=O)[CH2:32][CH2:31][CH2:30][CH2:29]1.[NH2:49][C:50]1[CH:55]=[CH:54][C:53]([N+:56]([O-:58])=[O:57])=[CH:52][N:51]=1.N1C=CC=CC=1. The catalyst is C(Cl)Cl. The product is [CH:28]1([CH2:33][CH:34]([C:38]2[CH:43]=[CH:42][C:41]([F:44])=[C:40]([C:45]([F:48])([F:47])[F:46])[CH:39]=2)[C:35]([NH:49][C:50]2[CH:55]=[CH:54][C:53]([N+:56]([O-:58])=[O:57])=[CH:52][N:51]=2)=[O:37])[CH2:29][CH2:30][CH2:31][CH2:32]1. The yield is 0.600. (5) The reactants are [CH3:1][O:2][C:3](=[O:23])[NH:4][CH:5]([C:9]([N:11]1[CH2:15][CH2:14][CH2:13][CH:12]1[C:16]1[NH:17][C:18]([C:21]#[CH:22])=[CH:19][N:20]=1)=[O:10])[CH:6]([CH3:8])[CH3:7].[CH3:24][O:25][C:26](=[O:53])[NH:27][CH:28]([C:32]([N:34]1[CH2:38][CH2:37][CH2:36][CH:35]1[C:39]1[NH:40][C:41]([C:44]#[C:45][C:46]2[CH:51]=[CH:50][C:49](Br)=[CH:48][CH:47]=2)=[CH:42][N:43]=1)=[O:33])[CH:29]([CH3:31])[CH3:30].C(N(CC)CC)C. The catalyst is CN(C=O)C.C1C=CC([P]([Pd]([P](C2C=CC=CC=2)(C2C=CC=CC=2)C2C=CC=CC=2)([P](C2C=CC=CC=2)(C2C=CC=CC=2)C2C=CC=CC=2)[P](C2C=CC=CC=2)(C2C=CC=CC=2)C2C=CC=CC=2)(C2C=CC=CC=2)C2C=CC=CC=2)=CC=1.[Cu]I. The product is [CH3:1][O:2][C:3](=[O:23])[NH:4][CH:5]([C:9]([N:11]1[CH2:15][CH2:14][CH2:13][CH:12]1[C:16]1[NH:17][C:18]([C:21]#[C:22][C:49]2[CH:50]=[CH:51][C:46]([C:45]#[C:44][C:41]3[NH:40][C:39]([CH:35]4[CH2:36][CH2:37][CH2:38][N:34]4[C:32](=[O:33])[CH:28]([NH:27][C:26]([O:25][CH3:24])=[O:53])[CH:29]([CH3:31])[CH3:30])=[N:43][CH:42]=3)=[CH:47][CH:48]=2)=[CH:19][N:20]=1)=[O:10])[CH:6]([CH3:8])[CH3:7]. The yield is 0.170. (6) The reactants are [F:1][C:2]1[CH:7]=[CH:6][C:5]([C:8]2[CH:13]=[CH:12][C:11]([S:14](Cl)(=[O:16])=[O:15])=[CH:10][CH:9]=2)=[CH:4][CH:3]=1.Cl.[C:19]([O:23][C:24]([N:26]1[CH2:30][C@H:29]2[C@H:31]3[C@@H:35]([C@H:28]2[CH2:27]1)[CH2:34][NH:33][CH2:32]3)=[O:25])([CH3:22])([CH3:21])[CH3:20].N1C=CC=CC=1. The catalyst is ClCCl. The product is [C:19]([O:23][C:24]([N:26]1[CH2:30][C@H:29]2[C@H:31]3[C@@H:35]([C@H:28]2[CH2:27]1)[CH2:34][N:33]([S:14]([C:11]1[CH:12]=[CH:13][C:8]([C:5]2[CH:6]=[CH:7][C:2]([F:1])=[CH:3][CH:4]=2)=[CH:9][CH:10]=1)(=[O:16])=[O:15])[CH2:32]3)=[O:25])([CH3:22])([CH3:20])[CH3:21]. The yield is 0.600. (7) The reactants are [Br:1][CH2:2][CH2:3][CH2:4][CH2:5][CH2:6][CH2:7][CH2:8][CH2:9][CH:10]=[O:11].[CH2:12](O)[CH2:13][OH:14].C1(C)C=CC(S(O)(=O)=O)=CC=1. The catalyst is C1(C)C=CC=CC=1. The product is [Br:1][CH2:2][CH2:3][CH2:4][CH2:5][CH2:6][CH2:7][CH2:8][CH2:9][CH:10]1[O:14][CH2:13][CH2:12][O:11]1. The yield is 0.790. (8) The yield is 0.100. The product is [Cl:19][C:20]1[CH:21]=[C:22]([CH2:1][CH3:2])[C:23]([C:26]([OH:28])=[O:27])=[N:24][CH:25]=1. The reactants are [CH2:1]([Li])[CH2:2]CC.CCCCCC.C(NC(C)C)(C)C.[Cl:19][C:20]1[CH:21]=[CH:22][C:23]([C:26]([OH:28])=[O:27])=[N:24][CH:25]=1.BrCC. The catalyst is O1CCCC1.O.